Regression/Classification. Given a drug SMILES string, predict its toxicity properties. Task type varies by dataset: regression for continuous values (e.g., LD50, hERG inhibition percentage) or binary classification for toxic/non-toxic outcomes (e.g., AMES mutagenicity, cardiotoxicity, hepatotoxicity). Dataset: herg_karim. From a dataset of hERG potassium channel inhibition data for cardiac toxicity prediction from Karim et al.. (1) The drug is Cc1ccc([C@@H](C)N[C@@H]2CC[C@@H](C(=O)N3CCC(C(=O)N4CCCC4)(c4ccccc4)CC3)C(C)(C)C2)cc1. The result is 0 (non-blocker). (2) The drug is COc1cc(N2C(=O)N(c3ccc(-c4ccc(C(=O)O)cc4)nc3)C(=O)C23CCN(Cc2ncccc2C)CC3)ncn1. The result is 0 (non-blocker). (3) The result is 1 (blocker). The compound is CC(C)(O)CCOc1ccc2ncc(F)c(CCC34CCC(NCc5ccc6c(n5)NC(=O)CO6)(CC3)CO4)c2n1. (4) The drug is Cc1cc2n(n1)C(N)=N[C@]2(c1ccccc1)c1cccc(-c2cncnc2)c1. The result is 1 (blocker). (5) The compound is O=S(=O)(NCCN1CC2CN(Cc3ccc(F)cc3)CC(C1)O2)c1ccc(F)cc1. The result is 0 (non-blocker). (6) The result is 1 (blocker). The drug is CNC(=O)c1ccc(-c2ccc3c(c2)CCN(CCN2CCCC2)C3=O)c(F)c1.